Dataset: Full USPTO retrosynthesis dataset with 1.9M reactions from patents (1976-2016). Task: Predict the reactants needed to synthesize the given product. (1) The reactants are: C[N:2]([C:8](OC(C)(C)C)=O)[CH:3]([CH3:7])[C:4]([OH:6])=O.C1(N=C=NC2CCCCC2)CCCCC1.[C:30]1([C:36]#[C:37][C:38]2[N:43]=[C:42]([NH2:44])[CH:41]=[C:40]([C:45]([F:48])([F:47])[F:46])[CH:39]=2)[CH:35]=[CH:34][CH:33]=[CH:32][CH:31]=1.CCN(C(C)C)C(C)C. Given the product [CH3:8][NH:2][CH:3]([CH3:7])[C:4]([NH:44][C:42]1[CH:41]=[C:40]([C:45]([F:47])([F:46])[F:48])[CH:39]=[C:38]([C:37]#[C:36][C:30]2[CH:35]=[CH:34][CH:33]=[CH:32][CH:31]=2)[N:43]=1)=[O:6], predict the reactants needed to synthesize it. (2) Given the product [F:1][C:2]1[CH:21]=[CH:20][C:5]2[C:6]([C:9]3[CH:14]=[CH:13][C:12]([O:15][CH2:16][C@H:17]([OH:18])[CH2:19][N:31]4[CH2:30][CH2:29][CH:28]([O:27][C:26]5[CH:34]=[CH:35][C:23]([F:22])=[CH:24][CH:25]=5)[CH2:33][CH2:32]4)=[CH:11][CH:10]=3)=[N:7][O:8][C:4]=2[CH:3]=1, predict the reactants needed to synthesize it. The reactants are: [F:1][C:2]1[CH:21]=[CH:20][C:5]2[C:6]([C:9]3[CH:14]=[CH:13][C:12]([O:15][CH2:16][C@H:17]4[CH2:19][O:18]4)=[CH:11][CH:10]=3)=[N:7][O:8][C:4]=2[CH:3]=1.[F:22][C:23]1[CH:35]=[CH:34][C:26]([O:27][CH:28]2[CH2:33][CH2:32][NH:31][CH2:30][CH2:29]2)=[CH:25][CH:24]=1. (3) Given the product [Cl:1][C:2]1[CH:7]=[C:6]([CH:5]=[C:4]([Cl:11])[C:3]=1[S:12][C:13]1[CH:18]=[CH:17][CH:16]=[CH:15][CH:14]=1)[NH2:8], predict the reactants needed to synthesize it. The reactants are: [Cl:1][C:2]1[CH:7]=[C:6]([N+:8]([O-])=O)[CH:5]=[C:4]([Cl:11])[C:3]=1[S:12][C:13]1[CH:18]=[CH:17][CH:16]=[CH:15][CH:14]=1.[Cl-].[NH4+].CO. (4) Given the product [NH2:13][C:12]1[C:11]2[C:10](=[CH:9][C:8]([C:6]3[N:7]=[C:2]([NH2:1])[N:3]=[C:4]([NH:17][C:18]4[CH:23]=[CH:22][CH:21]=[CH:20][CH:19]=4)[CH:5]=3)=[CH:15][CH:14]=2)[NH:26][N:25]=1, predict the reactants needed to synthesize it. The reactants are: [NH2:1][C:2]1[N:7]=[C:6]([C:8]2[CH:15]=[CH:14][C:11]([C:12]#[N:13])=[C:10](F)[CH:9]=2)[CH:5]=[C:4]([NH:17][C:18]2[CH:23]=[CH:22][CH:21]=[CH:20][CH:19]=2)[N:3]=1.O.[NH2:25][NH2:26].CCOC(C)=O.CCCCCC. (5) Given the product [Br:1][C:27]1[CH:26]=[N:25][N:24]([C:20]2[C:19]([O:29][C:30]3[CH:35]=[CH:34][CH:33]=[CH:32][CH:31]=3)=[C:18]3[C:23](=[CH:22][CH:21]=2)[N:14]([C:12]([CH:9]2[CH2:10][CH2:11]2)=[O:13])[C@@H:15]([CH3:36])[CH2:16][CH2:17]3)[CH:28]=1, predict the reactants needed to synthesize it. The reactants are: [Br:1]N1C(=O)CCC1=O.[CH:9]1([C:12]([N:14]2[C:23]3[C:18](=[C:19]([O:29][C:30]4[CH:35]=[CH:34][CH:33]=[CH:32][CH:31]=4)[C:20]([N:24]4[CH:28]=[CH:27][CH:26]=[N:25]4)=[CH:21][CH:22]=3)[CH2:17][CH2:16][C@@H:15]2[CH3:36])=[O:13])[CH2:11][CH2:10]1.